Dataset: Full USPTO retrosynthesis dataset with 1.9M reactions from patents (1976-2016). Task: Predict the reactants needed to synthesize the given product. (1) The reactants are: [Li+].CC([N-]C(C)C)C.[CH3:9][C:10]1[C:11](=[O:16])[CH2:12][CH2:13][CH2:14][CH:15]=1.[CH2:17](Br)[CH:18]=[C:19]([CH3:21])[CH3:20].[NH4+].[Cl-]. Given the product [CH3:9][C:10]1[C:11](=[O:16])[CH:12]([CH2:17][CH:18]=[C:19]([CH3:21])[CH3:20])[CH2:13][CH2:14][CH:15]=1, predict the reactants needed to synthesize it. (2) Given the product [Br:1][C:2]1[CH:3]=[CH:4][C:5]2[N:6]([CH:8]=[C:9]([C:11]3[CH:12]=[CH:13][C:14]([C:18]([F:21])([F:20])[F:19])=[C:15]([NH:16][C:27](=[O:28])[C:26]([CH3:31])([CH3:30])[CH3:25])[CH:17]=3)[N:10]=2)[CH:7]=1, predict the reactants needed to synthesize it. The reactants are: [Br:1][C:2]1[CH:3]=[CH:4][C:5]2[N:6]([CH:8]=[C:9]([C:11]3[CH:12]=[CH:13][C:14]([C:18]([F:21])([F:20])[F:19])=[C:15]([CH:17]=3)[NH2:16])[N:10]=2)[CH:7]=1.C(#N)C.[CH3:25][C:26]([CH3:31])([CH3:30])[C:27](Cl)=[O:28]. (3) Given the product [CH3:15][C:14]1[N:21]=[CH:11][N:10]([C:6]2[CH:7]=[CH:8][CH:9]=[C:4]([N+:1]([O-:3])=[O:2])[CH:5]=2)[CH:13]=1, predict the reactants needed to synthesize it. The reactants are: [N+:1]([C:4]1[CH:5]=[C:6]([N:10]([CH2:13][C:14](=O)[CH3:15])[CH:11]=O)[CH:7]=[CH:8][CH:9]=1)([O-:3])=[O:2].C([O-])(=O)C.[NH4+:21].C(O)(=O)C.